From a dataset of Reaction yield outcomes from USPTO patents with 853,638 reactions. Predict the reaction yield, written as a fraction of the theoretical maximum amount of product (1.0 means a 100% yield; for example, 0.34 means a 34% yield). (1) The reactants are [H-].[Na+].[CH:3]1([CH:9]([OH:14])[C:10]([F:13])([F:12])[F:11])[CH2:8][CH2:7][CH2:6][CH2:5][CH2:4]1.[NH2:15][C:16]1[N:21]=[C:20](Cl)[CH:19]=[C:18]([Cl:23])[N:17]=1.O. The catalyst is C1COCC1.C(OCC)(=O)C. The product is [Cl:23][C:18]1[CH:19]=[C:20]([O:14][CH:9]([CH:3]2[CH2:4][CH2:5][CH2:6][CH2:7][CH2:8]2)[C:10]([F:12])([F:13])[F:11])[N:21]=[C:16]([NH2:15])[N:17]=1. The yield is 0.650. (2) The reactants are [CH3:1][O:2][C:3]1[N:8]=[C:7](B(O)O)[CH:6]=[CH:5][CH:4]=1.Br[C:13]1[CH:14]=[CH:15][C:16]([Cl:37])=[C:17]([NH:19][C:20]2[S:21]/[C:22](=[CH:26]\[C:27]3[CH:36]=[CH:35][C:34]4[C:29](=[CH:30][CH:31]=CC=4)[CH:28]=3)/[C:23](=[O:25])[N:24]=2)[CH:18]=1.C(=O)([O-])[O-].[Na+].[Na+].[CH3:44][N:45](C=O)C. The catalyst is O.C1C=CC([P]([Pd]([P](C2C=CC=CC=2)(C2C=CC=CC=2)C2C=CC=CC=2)([P](C2C=CC=CC=2)(C2C=CC=CC=2)C2C=CC=CC=2)[P](C2C=CC=CC=2)(C2C=CC=CC=2)C2C=CC=CC=2)(C2C=CC=CC=2)C2C=CC=CC=2)=CC=1. The product is [Cl:37][C:16]1[CH:15]=[CH:14][C:13]([C:7]2[CH:6]=[CH:5][CH:4]=[C:3]([O:2][CH3:1])[N:8]=2)=[CH:18][C:17]=1[NH:19][C:20]1[S:21]/[C:22](=[CH:26]\[C:27]2[CH:28]=[C:29]3[C:34](=[CH:35][CH:36]=2)[N:45]=[CH:44][CH:31]=[CH:30]3)/[C:23](=[O:25])[N:24]=1. The yield is 0.0730. (3) The catalyst is ClCCl. The product is [F:32][C:33]([F:46])([F:45])[S:34]([O:8][C:5]1[CH:6]=[CH:7][C:2]([Cl:1])=[CH:3][C:4]=1[C:9]1[N:13]([CH2:14][O:15][CH2:16][CH2:17][Si:18]([CH3:19])([CH3:20])[CH3:21])[N:12]=[CH:11][C:10]=1[N+:22]([O-:24])=[O:23])(=[O:36])=[O:35]. The reactants are [Cl:1][C:2]1[CH:7]=[CH:6][C:5]([OH:8])=[C:4]([C:9]2[N:13]([CH2:14][O:15][CH2:16][CH2:17][Si:18]([CH3:21])([CH3:20])[CH3:19])[N:12]=[CH:11][C:10]=2[N+:22]([O-:24])=[O:23])[CH:3]=1.C(N(CC)CC)C.[F:32][C:33]([F:46])([F:45])[S:34](O[S:34]([C:33]([F:46])([F:45])[F:32])(=[O:36])=[O:35])(=[O:36])=[O:35].O. The yield is 0.930. (4) The reactants are [NH2:1][C:2]1[CH:7]=[CH:6][CH:5]=[CH:4][C:3]=1[NH:8][C:9]([NH:11][C:12]1[CH:17]=[CH:16][C:15]([C:18]2[N:23]=[C:22]([N:24]3[CH2:29][CH2:28][O:27][CH2:26][CH2:25]3)[C:21]([S:30][CH3:31])=[CH:20][N:19]=2)=[CH:14][CH:13]=1)=S.C1(N=C=NC2CCCCC2)CCCCC1. The catalyst is C1COCC1. The product is [CH3:31][S:30][C:21]1[C:22]([N:24]2[CH2:29][CH2:28][O:27][CH2:26][CH2:25]2)=[N:23][C:18]([C:15]2[CH:16]=[CH:17][C:12]([NH:11][C:9]3[NH:8][C:3]4[CH:4]=[CH:5][CH:6]=[CH:7][C:2]=4[N:1]=3)=[CH:13][CH:14]=2)=[N:19][CH:20]=1. The yield is 0.730. (5) The reactants are [NH2:1][C:2]1[CH:7]=[CH:6][C:5]([C:8]#[C:9][C:10]2[N:11]([CH2:23][CH3:24])[C:12]3[C:17]([C:18]=2[C:19]#[N:20])=[CH:16][CH:15]=[C:14]([O:21][CH3:22])[CH:13]=3)=[CH:4][CH:3]=1.C(N(CC)CC)C.[C:32](Cl)(=[O:34])[CH3:33]. The catalyst is C1COCC1. The product is [C:19]([C:18]1[C:17]2[C:12](=[CH:13][C:14]([O:21][CH3:22])=[CH:15][CH:16]=2)[N:11]([CH2:23][CH3:24])[C:10]=1[C:9]#[C:8][C:5]1[CH:6]=[CH:7][C:2]([NH:1][C:32](=[O:34])[CH3:33])=[CH:3][CH:4]=1)#[N:20]. The yield is 0.960. (6) The reactants are [CH3:1][O:2][C:3]([C:5]1[C:9]([CH:10]([CH3:12])[CH3:11])=[C:8]([C:13]([O:15]CC2C=CC=CC=2)=[O:14])[N:7]([C:23]2[CH:28]=[CH:27][C:26]([F:29])=[CH:25][CH:24]=2)[N:6]=1)=[O:4]. The catalyst is CO.[Pd]. The product is [CH3:1][O:2][C:3]([C:5]1[C:9]([CH:10]([CH3:12])[CH3:11])=[C:8]([C:13]([OH:15])=[O:14])[N:7]([C:23]2[CH:28]=[CH:27][C:26]([F:29])=[CH:25][CH:24]=2)[N:6]=1)=[O:4]. The yield is 0.990. (7) The reactants are C(N[CH:5]([CH3:7])[CH3:6])(C)C.[CH2:8]([Li])[CH2:9][CH2:10]C.[Cl:13][C:14]1[CH:15]=[C:16]([CH2:20][C:21]([OH:23])=[O:22])[CH:17]=[CH:18][CH:19]=1.C1(Br)CCCC1. The catalyst is O1CCCC1. The product is [Cl:13][C:14]1[CH:15]=[C:16]([CH:20]([CH:6]2[CH2:5][CH2:7][CH2:10][CH2:9][CH2:8]2)[C:21]([OH:23])=[O:22])[CH:17]=[CH:18][CH:19]=1. The yield is 0.790.